Dataset: Forward reaction prediction with 1.9M reactions from USPTO patents (1976-2016). Task: Predict the product of the given reaction. (1) The product is: [Br:12][C:13]1[CH:18]=[CH:17][CH:16]=[C:15]([O:10][CH2:9][C@@H:7]2[CH2:6][O:5][C:4]([CH3:11])([CH3:3])[O:8]2)[N:14]=1. Given the reactants [H-].[Na+].[CH3:3][C:4]1([CH3:11])[O:8][C@H:7]([CH2:9][OH:10])[CH2:6][O:5]1.[Br:12][C:13]1[CH:18]=[CH:17][CH:16]=[C:15](Br)[N:14]=1, predict the reaction product. (2) Given the reactants [CH2:1]([C:8]1[CH:9]=[C:10]([C:14](=[O:42])[CH2:15][C:16]([C:18]2[N:22](C(C3C=CC=CC=3)(C3C=CC=CC=3)C3C=CC=CC=3)[CH:21]=[N:20][N:19]=2)=[O:17])[CH:11]=[CH:12][CH:13]=1)[C:2]1[CH:7]=[CH:6][CH:5]=[CH:4][CH:3]=1.FC(F)(F)C(O)=O, predict the reaction product. The product is: [CH2:1]([C:8]1[CH:9]=[C:10]([C:14](=[O:42])[CH2:15][C:16]([C:18]2[NH:22][CH:21]=[N:20][N:19]=2)=[O:17])[CH:11]=[CH:12][CH:13]=1)[C:2]1[CH:3]=[CH:4][CH:5]=[CH:6][CH:7]=1. (3) Given the reactants [F:1][C:2]1[CH:33]=[CH:32][C:5]([CH2:6][NH:7][C:8]([C:10]2[NH:11][C:12](=[O:31])[C:13]3[C:18]([CH2:19][O:20][CH2:21][C@H:22]4[CH2:27][CH2:26][C@H:25]([C:28](=O)[NH2:29])[CH2:24][CH2:23]4)=[CH:17][S:16][C:14]=3[N:15]=2)=[O:9])=[CH:4][C:3]=1[O:34][CH3:35].P(Cl)(Cl)(Cl)=O, predict the reaction product. The product is: [F:1][C:2]1[CH:33]=[CH:32][C:5]([CH2:6][NH:7][C:8]([C:10]2[NH:11][C:12](=[O:31])[C:13]3[C:18]([CH2:19][O:20][CH2:21][C@H:22]4[CH2:27][CH2:26][C@H:25]([C:28]#[N:29])[CH2:24][CH2:23]4)=[CH:17][S:16][C:14]=3[N:15]=2)=[O:9])=[CH:4][C:3]=1[O:34][CH3:35].